Task: Regression. Given a peptide amino acid sequence and an MHC pseudo amino acid sequence, predict their binding affinity value. This is MHC class I binding data.. Dataset: Peptide-MHC class I binding affinity with 185,985 pairs from IEDB/IMGT The peptide sequence is EYWHDEQGM. The MHC is Mamu-B8701 with pseudo-sequence YSAMYEEKAGHTDENTLYLRSYRYTWAARAYRWY. The binding affinity (normalized) is 0.